From a dataset of Peptide-MHC class I binding affinity with 185,985 pairs from IEDB/IMGT. Regression. Given a peptide amino acid sequence and an MHC pseudo amino acid sequence, predict their binding affinity value. This is MHC class I binding data. (1) The peptide sequence is YELDLWGKI. The MHC is HLA-A30:01 with pseudo-sequence HLA-A30:01. The binding affinity (normalized) is 0.0847. (2) The peptide sequence is IVNAANIHLK. The MHC is HLA-A68:01 with pseudo-sequence HLA-A68:01. The binding affinity (normalized) is 0.612.